Dataset: Reaction yield outcomes from USPTO patents with 853,638 reactions. Task: Predict the reaction yield, written as a fraction of the theoretical maximum amount of product (1.0 means a 100% yield; for example, 0.34 means a 34% yield). (1) The reactants are [C:1](Cl)(Cl)=[O:2].[O:5]=[C:6]1[NH:10][CH2:9][CH2:8][N:7]1[CH2:11][C:12]#[N:13].N1C=CC=CC=1.[CH3:20][N:21]1[CH:25]=[C:24]([C:26]2[CH:31]=[C:30]([O:32][C:33]3[CH:34]=[CH:35][C:36]([NH2:39])=[N:37][CH:38]=3)[CH:29]=[CH:28][N:27]=2)[CH:23]=[N:22]1. The catalyst is C(Cl)Cl. The product is [C:12]([CH2:11][N:7]1[CH2:8][CH2:9][N:10]([C:6]([NH:39][C:36]2[CH:35]=[CH:34][C:33]([O:32][C:30]3[CH:29]=[CH:28][N:27]=[C:26]([C:24]4[CH:23]=[N:22][N:21]([CH3:20])[CH:25]=4)[CH:31]=3)=[CH:38][N:37]=2)=[O:5])[C:1]1=[O:2])#[N:13]. The yield is 0.220. (2) The reactants are Br[C:2]1[CH:7]=[CH:6][C:5]([Cl:8])=[CH:4][CH:3]=1.C([Li])CCC.[CH3:14][C:15]1([CH3:29])[C:20](=[O:21])[CH2:19][CH2:18][N:17]([C:22]([O:24][C:25]([CH3:28])([CH3:27])[CH3:26])=[O:23])[CH2:16]1. The catalyst is C1COCC1. The product is [Cl:8][C:5]1[CH:6]=[CH:7][C:2]([C:20]2([OH:21])[CH2:19][CH2:18][N:17]([C:22]([O:24][C:25]([CH3:27])([CH3:26])[CH3:28])=[O:23])[CH2:16][C:15]2([CH3:29])[CH3:14])=[CH:3][CH:4]=1. The yield is 0.850. (3) The reactants are [CH:1]1([NH2:8])[CH2:6][CH2:5][CH:4]([NH2:7])[CH2:3][CH2:2]1.C(S(O[CH2:17][C:18]([F:21])([F:20])[F:19])(=O)=O)(F)(F)F.C1CCN2C(=NCCC2)CC1. The catalyst is CN(C=O)C. The product is [F:19][C:18]([F:21])([F:20])[CH2:17][NH:7][CH:4]1[CH2:5][CH2:6][CH:1]([NH2:8])[CH2:2][CH2:3]1. The yield is 0.810. (4) The reactants are [CH3:1][N:2]1[CH2:7][CH2:6][N:5]([CH:8]([C:12]2[C:21]3[C:16](=[CH:17][CH:18]=[CH:19][CH:20]=3)[CH:15]=[CH:14][CH:13]=2)[C:9](O)=[O:10])[CH2:4][CH2:3]1.C1C=CC2N(O)N=NC=2C=1.CCN=C=NCCCN(C)C.Cl.C(N(C(C)C)CC)(C)C.Cl.[CH3:54][C:55]1[CH:56]=[C:57]([NH:62][NH2:63])[CH:58]=[C:59]([CH3:61])[CH:60]=1. The catalyst is CN(C=O)C. The product is [CH3:54][C:55]1[CH:56]=[C:57]([NH:62][NH:63][C:9](=[O:10])[CH:8]([N:5]2[CH2:4][CH2:3][N:2]([CH3:1])[CH2:7][CH2:6]2)[C:12]2[C:21]3[C:16](=[CH:17][CH:18]=[CH:19][CH:20]=3)[CH:15]=[CH:14][CH:13]=2)[CH:58]=[C:59]([CH3:61])[CH:60]=1. The yield is 0.330. (5) The reactants are [CH2:1]([N:8]([CH2:25][C:26]1[CH:31]=[CH:30][CH:29]=[CH:28][CH:27]=1)[C@@H:9]([CH2:16][C:17]1[CH:22]=[C:21]([F:23])[CH:20]=[C:19]([F:24])[CH:18]=1)[C:10](N(OC)C)=[O:11])[C:2]1[CH:7]=[CH:6][CH:5]=[CH:4][CH:3]=1.[H-].[H-].[H-].[H-].[Li+].[Al+3]. The catalyst is CCOCC. The product is [CH2:25]([N:8]([CH2:1][C:2]1[CH:3]=[CH:4][CH:5]=[CH:6][CH:7]=1)[C@@H:9]([CH2:16][C:17]1[CH:18]=[C:19]([F:24])[CH:20]=[C:21]([F:23])[CH:22]=1)[CH:10]=[O:11])[C:26]1[CH:31]=[CH:30][CH:29]=[CH:28][CH:27]=1. The yield is 0.990.